Dataset: Drug-target binding data from BindingDB using Ki measurements. Task: Regression. Given a target protein amino acid sequence and a drug SMILES string, predict the binding affinity score between them. We predict pKi (pKi = -log10(Ki in M); higher means stronger inhibition). Dataset: bindingdb_ki. The pKi is 6.6. The target protein (P07492) has sequence MRGRELPLVLLALVLCLAPRGRAVPLPAGGGTVLTKMYPRGNHWAVGHLMGKKSTGESSSVSERGSLKQQLREYIRWEEAARNLLGLIEAKENRNHQPPQPKALGNQQPSWDSEDSSNFKDVGSKGKVGRLSAPGSQREGRNPQLNQQ. The small molecule is CCCC[C@H](NC(=O)[C@H](Cc1ccccc1)N[N+](=N)[C@H](Cc1cnc[nH]1)NC(=O)C[C@@H](NC(=O)[C@@H](NC(=O)[C@H](C)NC(=O)[C@H](Cc1c[nH]c2ccccc12)NC(=O)[C@H](CCC(N)=O)NC(=O)[C@H](N)Cc1ccc(O)cc1)C(C)C)c1ccccc1Cl)C(N)=O.